This data is from Reaction yield outcomes from USPTO patents with 853,638 reactions. The task is: Predict the reaction yield, written as a fraction of the theoretical maximum amount of product (1.0 means a 100% yield; for example, 0.34 means a 34% yield). (1) The reactants are [F:1][C:2]1[N:7]=[C:6]([C:8]2[C:16]3[C:11](=[CH:12][CH:13]=[C:14]([C:17]4[S:21][C:20]([NH:22]CC5C=CC(OC)=CC=5)=[N:19][N:18]=4)[CH:15]=3)[N:10]([S:32]([C:35]3[CH:41]=[CH:40][C:38]([CH3:39])=[CH:37][CH:36]=3)(=[O:34])=[O:33])[CH:9]=2)[CH:5]=[CH:4][CH:3]=1. The catalyst is C(O)(C(F)(F)F)=O. The product is [F:1][C:2]1[N:7]=[C:6]([C:8]2[C:16]3[C:11](=[CH:12][CH:13]=[C:14]([C:17]4[S:21][C:20]([NH2:22])=[N:19][N:18]=4)[CH:15]=3)[N:10]([S:32]([C:35]3[CH:36]=[CH:37][C:38]([CH3:39])=[CH:40][CH:41]=3)(=[O:34])=[O:33])[CH:9]=2)[CH:5]=[CH:4][CH:3]=1. The yield is 0.790. (2) The reactants are [CH:1]([C:3]1[CH:18]=[CH:17][C:6]([O:7][C:8]2[N:9]=[CH:10][C:11]([C:14]([NH2:16])=[O:15])=[N:12][CH:13]=2)=[C:5]([CH3:19])[CH:4]=1)=O.[CH3:20][C:21]([CH3:26])([CH3:25])[CH2:22][CH2:23][NH2:24].[BH4-].[Na+]. The catalyst is CO. The product is [CH3:20][C:21]([CH3:26])([CH3:25])[CH2:22][CH2:23][NH:24][CH2:1][C:3]1[CH:18]=[CH:17][C:6]([O:7][C:8]2[N:9]=[CH:10][C:11]([C:14]([NH2:16])=[O:15])=[N:12][CH:13]=2)=[C:5]([CH3:19])[CH:4]=1. The yield is 0.414. (3) The reactants are [NH:1]1[CH2:5][CH2:4][CH2:3][C@@H:2]1[CH2:6][NH2:7].CN(C=O)C.[Br:13][C:14]1[C:15](=[O:36])[C:16]([O:28][CH2:29][C:30]2[CH:35]=[CH:34][CH:33]=[CH:32][CH:31]=2)=[C:17]([C:24](OC)=[O:25])[N:18]([CH2:20][CH:21](O)O)[CH:19]=1.[Br-]. The catalyst is C(#N)C.C(O)(=O)C. The yield is 0.780. The product is [Br:13][C:14]1[C:15](=[O:36])[C:16]([O:28][CH2:29][C:30]2[CH:35]=[CH:34][CH:33]=[CH:32][CH:31]=2)=[C:17]2[C:24](=[O:25])[N:7]3[CH2:6][C@H:2]4[CH2:3][CH2:4][CH2:5][N:1]4[C@@H:21]3[CH2:20][N:18]2[CH:19]=1. (4) The reactants are [N:1]1([CH2:5][C:6]2[N:10]([CH3:11])[N:9]=[C:8]([NH2:12])[CH:7]=2)[CH2:4][CH2:3][CH2:2]1.Br[C:14]1[C:15](=[O:22])[N:16](C)[N:17]=[C:18]([Cl:20])[CH:19]=1.C[Si](C)(C)[N-][Si](C)(C)C.[Li+].CC1(C)C2C(=C(P(C3C=CC=CC=3)C3C=CC=CC=3)C=CC=2)OC2C(P(C3C=CC=CC=3)C3C=CC=CC=3)=CC=CC1=2.Cl. The catalyst is C1C=CC(/C=C/C(/C=C/C2C=CC=CC=2)=O)=CC=1.C1C=CC(/C=C/C(/C=C/C2C=CC=CC=2)=O)=CC=1.C1C=CC(/C=C/C(/C=C/C2C=CC=CC=2)=O)=CC=1.[Pd].[Pd].O.C1COCC1.O1CCOCC1. The product is [N:1]1([CH2:5][C:6]2[N:10]([CH3:11])[N:9]=[C:8]([NH:12][C:14]3[C:15](=[O:22])[NH:16][N:17]=[C:18]([Cl:20])[CH:19]=3)[CH:7]=2)[CH2:4][CH2:3][CH2:2]1. The yield is 0.660. (5) The reactants are [CH3:1][C:2]1([CH3:31])[C:8](=[O:9])[NH:7][C:6]2[N:10]=[CH:11][C:12](/[CH:14]=[CH:15]/[C:16]([N:18]([CH3:30])[CH2:19][C:20]3[S:24][C:23]4[CH:25]=[CH:26][CH:27]=[CH:28][C:22]=4[C:21]=3[CH3:29])=[O:17])=[CH:13][C:5]=2[CH2:4][NH:3]1.[ClH:32]. The catalyst is C(Cl)Cl.CCOCC. The product is [ClH:32].[CH3:1][C:2]1([CH3:31])[C:8](=[O:9])[NH:7][C:6]2[N:10]=[CH:11][C:12](/[CH:14]=[CH:15]/[C:16]([N:18]([CH3:30])[CH2:19][C:20]3[S:24][C:23]4[CH:25]=[CH:26][CH:27]=[CH:28][C:22]=4[C:21]=3[CH3:29])=[O:17])=[CH:13][C:5]=2[CH2:4][NH:3]1. The yield is 0.960. (6) The reactants are [Br:1][C:2]1[CH:7]=[CH:6][C:5]([C:8]2[CH:13]=[CH:12][C:11]([S:14](Cl)(=[O:16])=[O:15])=[CH:10][CH:9]=2)=[CH:4][CH:3]=1.[F:18][C:19]([F:37])([S:33]([NH2:36])(=[O:35])=[O:34])[C:20]([F:32])([F:31])[C:21]([F:30])([F:29])[C:22]([F:28])([F:27])[S:23]([NH2:26])(=[O:25])=[O:24].C(N([CH2:43][CH3:44])CC)C.[OH-:45].[Na+].[Na][Na]. The catalyst is C(#N)C. The product is [Br:1][C:2]1[CH:7]=[CH:6][C:5]([C:8]2[CH:13]=[CH:12][C:11]([S:14]([NH:36][S:33]([C:19]([F:18])([F:37])[C:20]([F:32])([F:31])[C:21]([F:29])([F:30])[C:22]([F:27])([F:28])[S:23]([NH:26][S:14]([C:11]3[CH:12]=[CH:13][C:8]([C:44]4[CH:43]=[CH:7][C:2]([Br:1])=[CH:3][CH:4]=4)=[CH:9][CH:10]=3)(=[O:15])=[O:45])(=[O:24])=[O:25])(=[O:35])=[O:34])(=[O:16])=[O:15])=[CH:10][CH:9]=2)=[CH:4][CH:3]=1. The yield is 0.890. (7) The reactants are [Br:1][C:2]1[CH:8]=[CH:7][C:5]([NH2:6])=[C:4]([I:9])[CH:3]=1.Cl[C:11]([O:13][CH3:14])=[O:12]. The catalyst is N1C=CC=CC=1.O. The product is [Br:1][C:2]1[CH:8]=[CH:7][C:5]([NH:6][C:11](=[O:12])[O:13][CH3:14])=[C:4]([I:9])[CH:3]=1. The yield is 0.980. (8) The reactants are F[C:2]1[CH:7]=[C:6]([C:8]2[CH:9]=[N:10][C:11]([O:26][CH3:27])=[C:12]([NH:14][CH:15]3[CH2:18][N:17]([C:19]([O:21][C:22]([CH3:25])([CH3:24])[CH3:23])=[O:20])[CH2:16]3)[CH:13]=2)[CH:5]=[CH:4][N:3]=1.[CH3:28][NH2:29].CO. The catalyst is CN1C(=O)CCC1. The product is [CH3:27][O:26][C:11]1[N:10]=[CH:9][C:8]([C:6]2[CH:5]=[CH:4][N:3]=[C:2]([NH:29][CH3:28])[CH:7]=2)=[CH:13][C:12]=1[NH:14][CH:15]1[CH2:18][N:17]([C:19]([O:21][C:22]([CH3:25])([CH3:24])[CH3:23])=[O:20])[CH2:16]1. The yield is 0.800.